Predict the product of the given reaction. From a dataset of Forward reaction prediction with 1.9M reactions from USPTO patents (1976-2016). (1) Given the reactants [CH3:1][O:2][C:3]1[CH:4]=[C:5]([CH2:11][C:12](=O)[CH3:13])[CH:6]=[CH:7][C:8]=1[O:9][CH3:10].[CH2:15]([NH2:17])[CH3:16].C([BH3-])#N.[Na+].C(O)(=O)C, predict the reaction product. The product is: [CH3:1][O:2][C:3]1[CH:4]=[C:5]([CH2:11][CH:12]([NH:17][CH2:15][CH3:16])[CH3:13])[CH:6]=[CH:7][C:8]=1[O:9][CH3:10]. (2) Given the reactants [C:1]1(=[O:7])[O:6][C:4](=[O:5])[CH:3]=[CH:2]1.[Cl-].[Al+3].[Cl-].[Cl-].[Cl:12][C:13]1[CH:18]=[CH:17][CH:16]=[CH:15][C:14]=1[O:19][CH3:20].Cl, predict the reaction product. The product is: [Cl:12][C:13]1[CH:18]=[C:17]([C:4](=[O:5])/[CH:3]=[CH:2]/[C:1]([OH:6])=[O:7])[CH:16]=[CH:15][C:14]=1[O:19][CH3:20]. (3) Given the reactants [Cl:1][C:2]1[C:7](F)=[C:6]([N+:9]([O-:11])=[O:10])[CH:5]=[CH:4][C:3]=1[F:12].[CH2:13]([CH2:15][NH2:16])[OH:14].CCN(CC)CC, predict the reaction product. The product is: [Cl:1][C:2]1[C:3]([F:12])=[CH:4][CH:5]=[C:6]([N+:9]([O-:11])=[O:10])[C:7]=1[NH:16][CH2:15][CH2:13][OH:14]. (4) Given the reactants [CH3:1][O:2][C:3]1[N:7]([C:8]2[CH:13]=[CH:12][C:11]([C:14]([F:17])([F:16])[F:15])=[CH:10][CH:9]=2)[N:6]=[C:5]([CH2:18][OH:19])[CH:4]=1.CC(OI1(OC(C)=O)(OC(C)=O)OC(=O)C2C=CC=CC1=2)=O, predict the reaction product. The product is: [CH3:1][O:2][C:3]1[N:7]([C:8]2[CH:9]=[CH:10][C:11]([C:14]([F:17])([F:15])[F:16])=[CH:12][CH:13]=2)[N:6]=[C:5]([CH:18]=[O:19])[CH:4]=1. (5) Given the reactants [Br:1][C:2]1[CH:11]=[CH:10][C:9]([O:12][CH3:13])=[C:8]2[C:3]=1[CH2:4][C@H:5]([CH2:21][OH:22])[N:6]([C:14]([O:16][C:17]([CH3:20])([CH3:19])[CH3:18])=[O:15])[CH2:7]2.C(N(CC)CC)C, predict the reaction product. The product is: [Br:1][C:2]1[CH:11]=[CH:10][C:9]([O:12][CH3:13])=[C:8]2[C:3]=1[CH2:4][C@H:5]([CH:21]=[O:22])[N:6]([C:14]([O:16][C:17]([CH3:18])([CH3:20])[CH3:19])=[O:15])[CH2:7]2. (6) Given the reactants [Cl:1][C:2]1[CH:34]=[CH:33][CH:32]=[C:31](F)[C:3]=1[C:4]([NH:6][C@H:7]([C:28]([OH:30])=[O:29])[CH2:8][C:9]1[CH:14]=[CH:13][C:12]([C:15]2[C:20]([O:21][CH3:22])=[CH:19][C:18](COC)=[CH:17][C:16]=2[O:26][CH3:27])=[CH:11][CH:10]=1)=[O:5].[ClH:36].[O:37]1[CH2:42][CH2:41]O[CH2:39][CH2:38]1, predict the reaction product. The product is: [Cl:1][C:2]1[CH:34]=[CH:33][CH:32]=[C:31]([Cl:36])[C:3]=1[C:4]([NH:6][C@H:7]([C:28]([OH:30])=[O:29])[CH2:8][C:9]1[CH:10]=[CH:11][C:12]([C:15]2[C:16]([O:26][CH3:27])=[CH:17][C:18]([CH2:39][CH2:38][O:37][CH2:42][CH3:41])=[CH:19][C:20]=2[O:21][CH3:22])=[CH:13][CH:14]=1)=[O:5].